From a dataset of NCI-60 drug combinations with 297,098 pairs across 59 cell lines. Regression. Given two drug SMILES strings and cell line genomic features, predict the synergy score measuring deviation from expected non-interaction effect. Drug 1: CC1=CC2C(CCC3(C2CCC3(C(=O)C)OC(=O)C)C)C4(C1=CC(=O)CC4)C. Drug 2: C1=NC(=NC(=O)N1C2C(C(C(O2)CO)O)O)N. Cell line: SF-295. Synergy scores: CSS=-2.59, Synergy_ZIP=0.309, Synergy_Bliss=-1.31, Synergy_Loewe=-7.20, Synergy_HSA=-4.08.